This data is from hERG potassium channel inhibition data for cardiac toxicity prediction from Karim et al.. The task is: Regression/Classification. Given a drug SMILES string, predict its toxicity properties. Task type varies by dataset: regression for continuous values (e.g., LD50, hERG inhibition percentage) or binary classification for toxic/non-toxic outcomes (e.g., AMES mutagenicity, cardiotoxicity, hepatotoxicity). Dataset: herg_karim. (1) The compound is COc1ccc(CN(CCN(C)C)c2ccccn2)cc1. The result is 1 (blocker). (2) The result is 1 (blocker). The drug is COC(=O)[C@H]1[C@@H](OC(=O)c2ccccc2)C[C@H]2CC[C@H]1N2C.